This data is from Full USPTO retrosynthesis dataset with 1.9M reactions from patents (1976-2016). The task is: Predict the reactants needed to synthesize the given product. Given the product [CH2:24]([N:26]1[CH2:27][CH2:28][N:29]([C:32]2[CH:33]=[C:34]([CH:38]=[C:39]([C:41]([F:44])([F:42])[F:43])[CH:40]=2)[C:35]([NH:1][C:2]2[CH:3]=[CH:4][C:5]([CH3:23])=[C:6]([C:8]3[C:17](=[O:18])[N:16]([CH3:19])[C:15]4[C:10](=[CH:11][N:12]=[C:13]5[NH:22][CH:21]=[CH:20][C:14]5=4)[CH:9]=3)[CH:7]=2)=[O:36])[CH2:30][CH2:31]1)[CH3:25], predict the reactants needed to synthesize it. The reactants are: [NH2:1][C:2]1[CH:3]=[CH:4][C:5]([CH3:23])=[C:6]([C:8]2[C:17](=[O:18])[N:16]([CH3:19])[C:15]3[C:10](=[CH:11][N:12]=[C:13]4[NH:22][CH:21]=[CH:20][C:14]4=3)[CH:9]=2)[CH:7]=1.[CH2:24]([N:26]1[CH2:31][CH2:30][N:29]([C:32]2[CH:33]=[C:34]([CH:38]=[C:39]([C:41]([F:44])([F:43])[F:42])[CH:40]=2)[C:35](O)=[O:36])[CH2:28][CH2:27]1)[CH3:25].CN(C(ON1N=NC2C=CC=NC1=2)=[N+](C)C)C.F[P-](F)(F)(F)(F)F.CCN(C(C)C)C(C)C.CN(C=O)C.